Dataset: Full USPTO retrosynthesis dataset with 1.9M reactions from patents (1976-2016). Task: Predict the reactants needed to synthesize the given product. (1) Given the product [C:1]([C:3]1[CH:4]=[C:5]([N:10]2[CH:15]=[CH:14][C:13](=[O:16])[C:12]([C:17]([OH:19])=[O:18])=[N:11]2)[CH:6]=[C:7]([F:9])[CH:8]=1)#[N:2], predict the reactants needed to synthesize it. The reactants are: [C:1]([C:3]1[CH:4]=[C:5]([N:10]2[CH:15]=[CH:14][C:13](=[O:16])[C:12]([C:17]([O:19]CC3C=CC=CC=3)=[O:18])=[N:11]2)[CH:6]=[C:7]([F:9])[CH:8]=1)#[N:2].C(C1C=C(N2C=CC(=O)C(C(OC)=O)=N2)C=C(F)C=1)#N.[I-].[Na+]. (2) Given the product [CH3:1][O:2][C:3](=[O:18])[C:4]1[CH:9]=[CH:8][CH:7]=[CH:6][C:5]=1[CH2:10][CH:11]1[CH2:16][CH2:15][N:14]([CH3:17])[CH2:13][CH2:12]1, predict the reactants needed to synthesize it. The reactants are: [CH3:1][O:2][C:3](=[O:18])[C:4]1[CH:9]=[CH:8][CH:7]=[CH:6][C:5]=1[CH:10]=[C:11]1[CH2:16][CH2:15][N:14]([CH3:17])[CH2:13][CH2:12]1. (3) Given the product [CH3:1][C@@:2]12[CH2:19][CH2:18][C@@H:17]3[C@:12]([CH3:22])([CH2:13][CH2:14][CH2:15][C:16]3([CH3:20])[CH3:21])[C@H:11]1[CH2:10][O:9][C:8]1[C:3]2=[C:4]([OH:27])[CH:5]=[C:6]([OH:23])[CH:7]=1, predict the reactants needed to synthesize it. The reactants are: [CH3:1][C@@:2]12[CH2:19][CH2:18][C@@H:17]3[C@:12]([CH3:22])([CH2:13][CH2:14][CH2:15][C:16]3([CH3:21])[CH3:20])[C@H:11]1[CH2:10][O:9][C:8]1[C:3]2=[C:4]([O:27]C(C)C)[CH:5]=[C:6]([O:23]C(C)C)[CH:7]=1.B(Br)(Br)Br.